This data is from Peptide-MHC class I binding affinity with 185,985 pairs from IEDB/IMGT. The task is: Regression. Given a peptide amino acid sequence and an MHC pseudo amino acid sequence, predict their binding affinity value. This is MHC class I binding data. (1) The peptide sequence is SIATNLEYK. The MHC is HLA-A11:01 with pseudo-sequence HLA-A11:01. The binding affinity (normalized) is 0.440. (2) The peptide sequence is IYATVAGSL. The MHC is H-2-Kd with pseudo-sequence H-2-Kd. The binding affinity (normalized) is 0.827. (3) The peptide sequence is DTPLDLAI. The MHC is Mamu-A01 with pseudo-sequence Mamu-A01. The binding affinity (normalized) is 0. (4) The peptide sequence is PSSWAFGKFL. The MHC is Patr-B0101 with pseudo-sequence Patr-B0101. The binding affinity (normalized) is 0.612.